This data is from Full USPTO retrosynthesis dataset with 1.9M reactions from patents (1976-2016). The task is: Predict the reactants needed to synthesize the given product. Given the product [CH3:1][C:2]([CH:4]1[C:9]([CH3:11])([CH3:10])[CH2:8][CH2:7][CH:6]=[C:5]1[CH3:12])=[O:3].[CH3:29][C:30]([C:32]1[C:37]([CH3:39])([CH3:38])[CH2:36][CH2:35][CH2:34][C:33]=1[CH3:40])=[O:31], predict the reactants needed to synthesize it. The reactants are: [CH3:1][C:2]([CH:4]1[C:9]([CH3:11])([CH3:10])[CH2:8][CH:7]=[CH:6][CH:5]1[CH3:12])=[O:3].[O-]CC.[Na+].C1CCCCCCCCCCC1.[CH3:29][C:30]([C@@H:32]1[C:37]([CH3:39])([CH3:38])[CH2:36][CH:35]=[CH:34][C@H:33]1[CH3:40])=[O:31].